Dataset: Full USPTO retrosynthesis dataset with 1.9M reactions from patents (1976-2016). Task: Predict the reactants needed to synthesize the given product. (1) Given the product [F:21][C:18]([F:19])([F:20])[C:17]1[C:11]2[S:10][C:9](=[N:8][C:6](=[O:7])[C:5]3[CH:22]=[CH:23][CH:24]=[C:3]([C:2]([F:1])([F:25])[F:26])[CH:4]=3)[N:13]([CH2:34][C:35]([O:37][CH2:38][CH3:39])=[O:36])[C:12]=2[CH:14]=[CH:15][CH:16]=1, predict the reactants needed to synthesize it. The reactants are: [F:1][C:2]([F:26])([F:25])[C:3]1[CH:4]=[C:5]([CH:22]=[CH:23][CH:24]=1)[C:6]([NH:8][C:9]1[S:10][C:11]2[C:17]([C:18]([F:21])([F:20])[F:19])=[CH:16][CH:15]=[CH:14][C:12]=2[N:13]=1)=[O:7].C(=O)([O-])[O-].[K+].[K+].Br[CH2:34][C:35]([O:37][CH2:38][CH3:39])=[O:36]. (2) The reactants are: [Br:1][C:2]1[C:11]2[C:6](=[C:7]([Br:21])[CH:8]=[C:9]([C:12]([C:14]3[CH:19]=[CH:18][C:17]([Cl:20])=[CH:16][CH:15]=3)=[O:13])[CH:10]=2)[N:5]=[C:4]([O:22][C:23]([CH3:26])([CH3:25])[CH3:24])[CH:3]=1.[Cl:27][C:28]1[CH:33]=[CH:32][C:31]([Mg]Br)=[CH:30][CH:29]=1. Given the product [Cl:20][C:17]1[CH:16]=[CH:15][C:14]([C:12]([C:31]2[CH:32]=[CH:33][C:28]([Cl:27])=[CH:29][CH:30]=2)([C:9]2[CH:10]=[C:11]3[C:6](=[C:7]([Br:21])[CH:8]=2)[N:5]=[C:4]([O:22][C:23]([CH3:26])([CH3:25])[CH3:24])[CH:3]=[C:2]3[Br:1])[OH:13])=[CH:19][CH:18]=1, predict the reactants needed to synthesize it. (3) Given the product [Cl:1][C:2]1[CH:7]=[CH:6][C:5]([S:8]([C:11](=[C:14]([NH:15][C:16]2[CH:17]=[N:18][CH:19]=[CH:20][CH:21]=2)[NH:30][CH:25]([CH3:24])[C:26]([CH3:29])([CH3:28])[CH3:27])[C:12]#[N:13])(=[O:10])=[O:9])=[CH:4][CH:3]=1, predict the reactants needed to synthesize it. The reactants are: [Cl:1][C:2]1[CH:7]=[CH:6][C:5]([S:8]([C:11](=[C:14](SC)[NH:15][C:16]2[CH:17]=[N:18][CH:19]=[CH:20][CH:21]=2)[C:12]#[N:13])(=[O:10])=[O:9])=[CH:4][CH:3]=1.[CH3:24][CH:25]([NH2:30])[C:26]([CH3:29])([CH3:28])[CH3:27]. (4) Given the product [O:21]1[C:13]2[C:14](=[N:15][CH:16]=[CH:17][C:12]=2[C@H:10]([CH3:11])[CH2:9][NH:8][C:4]2[N:5]=[CH:6][N:7]=[C:2]([C:27]3[CH:26]=[N:25][C:24]([NH:23][CH3:22])=[N:29][CH:28]=3)[CH:3]=2)[O:18][CH2:19][CH2:20]1, predict the reactants needed to synthesize it. The reactants are: Cl[C:2]1[N:7]=[CH:6][N:5]=[C:4]([NH:8][CH2:9][CH:10]([C:12]2[CH:17]=[CH:16][N:15]=[C:14]3[O:18][CH2:19][CH2:20][O:21][C:13]=23)[CH3:11])[CH:3]=1.[CH3:22][NH:23][C:24]1[N:29]=[CH:28][C:27](B2OC(C)(C)C(C)(C)O2)=[CH:26][N:25]=1.C([O-])([O-])=O.[Na+].[Na+].